Task: Predict the product of the given reaction.. Dataset: Forward reaction prediction with 1.9M reactions from USPTO patents (1976-2016) (1) Given the reactants [NH2:1][C:2]1[S:3][C:4]([CH3:7])=[N:5][N:6]=1.[CH2:8]([C:20]1[CH:25]=[CH:24][C:23]([S:26](Cl)(=[O:28])=[O:27])=[CH:22][CH:21]=1)[CH2:9][CH2:10][CH2:11][CH2:12][CH2:13][CH2:14][CH2:15][CH2:16][CH2:17][CH2:18][CH3:19].Cl, predict the reaction product. The product is: [CH2:8]([C:20]1[CH:21]=[CH:22][C:23]([S:26]([NH:1][C:2]2[S:3][C:4]([CH3:7])=[N:5][N:6]=2)(=[O:28])=[O:27])=[CH:24][CH:25]=1)[CH2:9][CH2:10][CH2:11][CH2:12][CH2:13][CH2:14][CH2:15][CH2:16][CH2:17][CH2:18][CH3:19]. (2) Given the reactants [CH3:1][CH:2]([CH2:8][CH2:9][CH2:10][CH:11]([CH3:23])[CH2:12][CH2:13][CH2:14][CH:15]([CH3:22])[CH2:16][CH2:17][CH2:18][CH:19]([CH3:21])[CH3:20])[CH2:3][CH2:4][CH2:5][CH2:6][OH:7].N1C=CC=CC=1.[C:30]1([CH3:40])[CH:35]=[CH:34][C:33]([S:36](Cl)(=[O:38])=[O:37])=[CH:32][CH:31]=1, predict the reaction product. The product is: [CH3:1][CH:2]([CH2:8][CH2:9][CH2:10][CH:11]([CH3:23])[CH2:12][CH2:13][CH2:14][CH:15]([CH3:22])[CH2:16][CH2:17][CH2:18][CH:19]([CH3:21])[CH3:20])[CH2:3][CH2:4][CH2:5][CH2:6][O:7][S:36]([C:33]1[CH:34]=[CH:35][C:30]([CH3:40])=[CH:31][CH:32]=1)(=[O:38])=[O:37]. (3) Given the reactants [CH3:1][NH:2][C:3]1[CH:10]=[C:9]([CH2:11][CH2:12][N:13]2[CH2:18][CH2:17][NH:16][CH2:15][CH2:14]2)[CH:8]=[CH:7][C:4]=1[C:5]#[N:6].[O:19]=[C:20]1[C:24]2[CH:25]=[CH:26][C:27]([CH2:29][CH:30]=O)=[CH:28][C:23]=2[CH2:22][O:21]1.[BH-](OC(C)=O)(OC(C)=O)OC(C)=O.[Na+], predict the reaction product. The product is: [CH3:1][NH:2][C:3]1[CH:10]=[C:9]([CH2:11][CH2:12][N:13]2[CH2:14][CH2:15][N:16]([CH2:30][CH2:29][C:27]3[CH:26]=[CH:25][C:24]4[C:20](=[O:19])[O:21][CH2:22][C:23]=4[CH:28]=3)[CH2:17][CH2:18]2)[CH:8]=[CH:7][C:4]=1[C:5]#[N:6].